Predict the product of the given reaction. From a dataset of Forward reaction prediction with 1.9M reactions from USPTO patents (1976-2016). (1) Given the reactants [Br:1][C:2]1[CH:6]=[C:5]([C:7]([CH3:12])([CH3:11])[C:8]([NH2:10])=O)[N:4]([CH3:13])[N:3]=1.N1C=CC=CC=1.FC(F)(F)C(OC(=O)C(F)(F)F)=O.C(=O)([O-])O.[Na+], predict the reaction product. The product is: [Br:1][C:2]1[CH:6]=[C:5]([C:7]([CH3:11])([CH3:12])[C:8]#[N:10])[N:4]([CH3:13])[N:3]=1. (2) Given the reactants [H-].[Al+3].[Li+].[H-].[H-].[H-].[C:7]([C:10]1[CH:15]=[CH:14][C:13]([N:16]2[C:21]3=[N:22][C:23]4[C:24](=[C:25]([C:30](OC)=[O:31])[CH:26]=[CH:27][C:28]=4[Cl:29])[N:20]3[CH2:19][CH2:18][CH2:17]2)=[C:12]([CH3:34])[CH:11]=1)(=[O:9])[NH2:8].O.O.O.O.O.O.O.O.O.O.S([O-])([O-])(=O)=O.[Na+].[Na+], predict the reaction product. The product is: [Cl:29][C:28]1[C:23]2[N:22]=[C:21]3[N:16]([C:13]4[CH:14]=[CH:15][C:10]([C:7]([NH2:8])=[O:9])=[CH:11][C:12]=4[CH3:34])[CH2:17][CH2:18][CH2:19][N:20]3[C:24]=2[C:25]([CH2:30][OH:31])=[CH:26][CH:27]=1.